Dataset: CYP2C9 inhibition data for predicting drug metabolism from PubChem BioAssay. Task: Regression/Classification. Given a drug SMILES string, predict its absorption, distribution, metabolism, or excretion properties. Task type varies by dataset: regression for continuous measurements (e.g., permeability, clearance, half-life) or binary classification for categorical outcomes (e.g., BBB penetration, CYP inhibition). Dataset: cyp2c9_veith. The molecule is Fc1ccc(Nc2ncnc3ccc(-c4ccoc4)cc23)cc1. The result is 0 (non-inhibitor).